Dataset: Reaction yield outcomes from USPTO patents with 853,638 reactions. Task: Predict the reaction yield, written as a fraction of the theoretical maximum amount of product (1.0 means a 100% yield; for example, 0.34 means a 34% yield). (1) The reactants are [CH2:1]([O:4][C:5]1[C:6]([NH:15]C(=O)C)=[CH:7][C:8]2[C:13]([CH:14]=1)=[CH:12][CH:11]=[CH:10][CH:9]=2)[CH2:2][CH3:3].Cl.[OH-].[Na+]. The catalyst is C(O)C. The product is [CH2:1]([O:4][C:5]1[C:6]([NH2:15])=[CH:7][C:8]2[C:13]([CH:14]=1)=[CH:12][CH:11]=[CH:10][CH:9]=2)[CH2:2][CH3:3]. The yield is 1.00. (2) The reactants are [Cl:1][C:2]1[N:7]=[C:6]([NH:8][NH:9][C:10](=[O:30])[C@H:11]([CH2:24][CH:25]2[CH2:29][CH2:28][CH2:27][CH2:26]2)[CH2:12][N:13]([O:16]CC2C=CC=CC=2)[CH:14]=[O:15])[C:5]([F:31])=[C:4]([N:32]2[CH2:37][CH:36]3[C:34]([N:38]([CH3:40])[CH3:39])([CH2:35]3)[CH2:33]2)[N:3]=1. The catalyst is CO.[OH-].[OH-].[Pd+2]. The product is [Cl:1][C:2]1[N:7]=[C:6]([NH:8][NH:9][C:10](=[O:30])[C@H:11]([CH2:24][CH:25]2[CH2:29][CH2:28][CH2:27][CH2:26]2)[CH2:12][N:13]([OH:16])[CH:14]=[O:15])[C:5]([F:31])=[C:4]([N:32]2[CH2:37][CH:36]3[C:34]([N:38]([CH3:40])[CH3:39])([CH2:35]3)[CH2:33]2)[N:3]=1. The yield is 0.490.